The task is: Predict the reactants needed to synthesize the given product.. This data is from Full USPTO retrosynthesis dataset with 1.9M reactions from patents (1976-2016). (1) Given the product [C:24]1([CH3:34])[CH:25]=[CH:26][C:27]([S:30]([OH:33])(=[O:31])=[O:32])=[CH:28][CH:29]=1.[Cl:1][C:2]1[CH:3]=[C:4]([N:9]2[CH2:15][C@@H:14]3[C@@H:11]([CH2:12][NH:13]3)[CH2:10]2)[CH:5]=[N:6][C:7]=1[Cl:8], predict the reactants needed to synthesize it. The reactants are: [Cl:1][C:2]1[CH:3]=[C:4]([N:9]2[CH2:15][C@@H:14]3[C@@H:11]([CH2:12][N:13]3C(OC(C)(C)C)=O)[CH2:10]2)[CH:5]=[N:6][C:7]=1[Cl:8].O.[C:24]1([CH3:34])[CH:29]=[CH:28][C:27]([S:30]([OH:33])(=[O:32])=[O:31])=[CH:26][CH:25]=1. (2) Given the product [CH2:1]([NH:8][C:9]1[C:10]([F:24])=[C:11]([O:22][CH3:23])[C:12]([C:13]([OH:15])=[O:14])=[C:17]([O:20][CH3:21])[C:18]=1[F:19])[C:2]1[CH:3]=[CH:4][CH:5]=[CH:6][CH:7]=1, predict the reactants needed to synthesize it. The reactants are: [CH2:1]([NH:8][C:9]1[C:18]([F:19])=[C:17]([O:20][CH3:21])[C:12]([C:13]([O:15]C)=[O:14])=[C:11]([O:22][CH3:23])[C:10]=1[F:24])[C:2]1[CH:7]=[CH:6][CH:5]=[CH:4][CH:3]=1.[OH-].[Na+].O.Cl. (3) Given the product [CH2:1]([N:8]1[C:16]2[C:11](=[CH:12][C:13]([C:17]([N:19]=[C:20]([NH2:22])[NH2:21])=[O:18])=[CH:14][CH:15]=2)[C:10]([CH2:23][OH:24])=[CH:9]1)[C:2]1[CH:3]=[CH:4][CH:5]=[CH:6][CH:7]=1, predict the reactants needed to synthesize it. The reactants are: [CH2:1]([N:8]1[C:16]2[C:11](=[CH:12][C:13]([C:17]([N:19]=[C:20]([NH2:22])[NH2:21])=[O:18])=[CH:14][CH:15]=2)[C:10]([CH:23]=[O:24])=[CH:9]1)[C:2]1[CH:7]=[CH:6][CH:5]=[CH:4][CH:3]=1.[BH4-].[Na+]. (4) Given the product [C:22](=[O:23])([O:24][CH:25]([CH3:27])[CH3:26])[O:10][C:8]1[CH:9]=[C:2]([F:1])[C:3]([CH:4]=[O:5])=[C:6]([F:11])[CH:7]=1, predict the reactants needed to synthesize it. The reactants are: [F:1][C:2]1[CH:9]=[C:8]([OH:10])[CH:7]=[C:6]([F:11])[C:3]=1[CH:4]=[O:5].C(Cl)Cl.N1C=CC=CC=1.Cl[C:22]([O:24][CH:25]([CH3:27])[CH3:26])=[O:23]. (5) Given the product [F:1][C:2]1[CH:3]=[CH:4][C:5]([C@@H:8]([NH:11][C:12]2[N:13]=[C:14]3[N:21]([C:22]4[CH:26]=[C:25]([O:27][CH:28]([CH3:30])[CH3:29])[NH:24][N:23]=4)[CH:31]=[N:18][C:15]3=[CH:16][CH:17]=2)[CH2:9][OH:10])=[N:6][CH:7]=1, predict the reactants needed to synthesize it. The reactants are: [F:1][C:2]1[CH:3]=[CH:4][C:5]([C@@H:8]([NH:11][C:12]2[CH:17]=[CH:16][C:15]([N+:18]([O-])=O)=[C:14]([NH:21][C:22]3[CH:26]=[C:25]([O:27][CH:28]([CH3:30])[CH3:29])[NH:24][N:23]=3)[N:13]=2)[CH2:9][OH:10])=[N:6][CH:7]=1.[CH2:31](O)C.C(O)(=O)C.C(N)=N.C(OCC)(=O)C.